This data is from Catalyst prediction with 721,799 reactions and 888 catalyst types from USPTO. The task is: Predict which catalyst facilitates the given reaction. (1) Reactant: [C:1]1([C:7]2[O:11][N:10]=[C:9]([C:12]([NH:14][CH2:15][CH2:16][C:17]([O:19]C)=[O:18])=[O:13])[CH:8]=2)[CH:6]=[CH:5][CH:4]=[CH:3][CH:2]=1.[OH-].[Li+]. Product: [C:1]1([C:7]2[O:11][N:10]=[C:9]([C:12]([NH:14][CH2:15][CH2:16][C:17]([OH:19])=[O:18])=[O:13])[CH:8]=2)[CH:2]=[CH:3][CH:4]=[CH:5][CH:6]=1. The catalyst class is: 20. (2) Reactant: [CH2:1]([O:3][C:4]([C:6]1[C:15](=[O:16])[C:14]2[C:9](=[C:10](/[CH:19]=[CH:20]\[CH2:21][C@@H:22]([NH2:32])[CH2:23][CH2:24][C:25]([O:27][C:28]([CH3:31])([CH3:30])[CH3:29])=[O:26])[C:11](F)=[C:12]([F:17])[CH:13]=2)[N:8]([CH:33]2[CH2:35][CH2:34]2)[CH:7]=1)=[O:5])[CH3:2].C(N(CC)C(C)C)(C)C. Product: [CH2:1]([O:3][C:4]([C:6]1[C:15](=[O:16])[C:14]2[C:9](=[C:10]3[CH:19]=[CH:20][CH2:21][C@H:22]([CH2:23][CH2:24][C:25]([O:27][C:28]([CH3:31])([CH3:30])[CH3:29])=[O:26])[NH:32][C:11]3=[C:12]([F:17])[CH:13]=2)[N:8]([CH:33]2[CH2:35][CH2:34]2)[CH:7]=1)=[O:5])[CH3:2]. The catalyst class is: 10. (3) Reactant: [C:1]([O:5][C:6](=[O:19])[NH:7][CH2:8][CH2:9][CH:10]([N:12]1[CH2:17][CH2:16][C:15](=O)[CH2:14][CH2:13]1)[CH3:11])([CH3:4])([CH3:3])[CH3:2].[NH2:20][CH2:21][C:22]1[N:27]=[C:26]([C:28]#[N:29])[CH:25]=[CH:24][CH:23]=1.C(O[BH-](OC(=O)C)OC(=O)C)(=O)C.[Na+].C(O)(=O)C. Product: [C:1]([O:5][C:6](=[O:19])[NH:7][CH2:8][CH2:9][CH:10]([N:12]1[CH2:17][CH2:16][CH:15]([NH:20][CH2:21][C:22]2[CH:23]=[CH:24][CH:25]=[C:26]([C:28]#[N:29])[N:27]=2)[CH2:14][CH2:13]1)[CH3:11])([CH3:4])([CH3:3])[CH3:2]. The catalyst class is: 2. (4) Reactant: [CH3:1][O:2][CH2:3][CH2:4][N:5]1[CH:9]=[CH:8][C:7]([NH:10][C:11]([C:13]2[C:18]([NH2:19])=[CH:17][CH:16]=[C:15]([CH3:20])[N:14]=2)=[O:12])=[N:6]1.Br[C:22]1[CH:27]=[C:26]([F:28])[CH:25]=[C:24]([F:29])[CH:23]=1. Product: [CH3:1][O:2][CH2:3][CH2:4][N:5]1[CH:9]=[CH:8][C:7]([NH:10][C:11]([C:13]2[C:18]([NH:19][C:22]3[CH:27]=[C:26]([F:28])[CH:25]=[C:24]([F:29])[CH:23]=3)=[CH:17][CH:16]=[C:15]([CH3:20])[N:14]=2)=[O:12])=[N:6]1. The catalyst class is: 45. (5) Reactant: [CH3:1][O:2][C:3]1[CH:4]=[C:5]2[C:10](=[CH:11][C:12]=1[O:13][CH3:14])[N:9]=[CH:8][N:7]=[C:6]2[O:15][C:16]1[C:17]([F:23])=[C:18]([CH:20]=[CH:21][CH:22]=1)[NH2:19].[F:24][C:25]([F:45])([F:44])[C:26]([C:29]1[O:33][N:32]=[C:31]([NH:34][C:35](=O)[O:36]C2C=CC=CC=2)[CH:30]=1)([CH3:28])[CH3:27].FC(F)(F)C(C1ON=C(NC(=O)[O-])C=1)(C)C. Product: [CH3:1][O:2][C:3]1[CH:4]=[C:5]2[C:10](=[CH:11][C:12]=1[O:13][CH3:14])[N:9]=[CH:8][N:7]=[C:6]2[O:15][C:16]1[C:17]([F:23])=[C:18]([NH:19][C:35]([NH:34][C:31]2[CH:30]=[C:29]([C:26]([CH3:28])([CH3:27])[C:25]([F:45])([F:44])[F:24])[O:33][N:32]=2)=[O:36])[CH:20]=[CH:21][CH:22]=1. The catalyst class is: 527. (6) Reactant: [Br:1][C:2]1[C:10]2[O:9][CH:8]=[C:7]([CH2:11][C:12]3[CH:17]=[CH:16][CH:15]=[C:14]([F:18])[CH:13]=3)[C:6]=2[CH:5]=[C:4]([F:19])[CH:3]=1.[C:20](Cl)(=[O:22])[CH3:21].ClCCl.[Cl-].[Al+3].[Cl-].[Cl-]. Product: [Br:1][C:2]1[C:10]2[O:9][C:8]([C:20](=[O:22])[CH3:21])=[C:7]([CH2:11][C:12]3[CH:17]=[CH:16][CH:15]=[C:14]([F:18])[CH:13]=3)[C:6]=2[CH:5]=[C:4]([F:19])[CH:3]=1. The catalyst class is: 33.